Dataset: Ames mutagenicity test results for genotoxicity prediction. Task: Regression/Classification. Given a drug SMILES string, predict its toxicity properties. Task type varies by dataset: regression for continuous values (e.g., LD50, hERG inhibition percentage) or binary classification for toxic/non-toxic outcomes (e.g., AMES mutagenicity, cardiotoxicity, hepatotoxicity). Dataset: ames. (1) The molecule is Cc1c(C)c([N+](=O)[O-])c(C(C)(C)C)c([N+](=O)[O-])c1C. The result is 0 (non-mutagenic). (2) The drug is C(CCOC[C@H]1CO1)COC[C@H]1CO1. The result is 1 (mutagenic).